This data is from Forward reaction prediction with 1.9M reactions from USPTO patents (1976-2016). The task is: Predict the product of the given reaction. (1) Given the reactants Cl[C:2]1[N:7]=[CH:6][C:5]([CH2:8][C:9]2[CH:10]=[C:11]3[C:16](=[C:17]4[CH:22]=[CH:21][CH:20]=[N:19][C:18]=24)[N:15]=[CH:14][N:13]([C@H:23]2[CH2:28][CH2:27][CH2:26][CH2:25][C@@H:24]2[OH:29])[C:12]3=[O:30])=[CH:4][CH:3]=1.[NH:31]1[CH:35]=[CH:34][CH:33]=[N:32]1.P([O-])([O-])([O-])=O.[K+].[K+].[K+].CN(C)[C@@H]1CCCC[C@H]1N, predict the reaction product. The product is: [OH:29][C@H:24]1[CH2:25][CH2:26][CH2:27][CH2:28][C@@H:23]1[N:13]1[C:12](=[O:30])[C:11]2[C:16](=[C:17]3[CH:22]=[CH:21][CH:20]=[N:19][C:18]3=[C:9]([CH2:8][C:5]3[CH:6]=[N:7][C:2]([N:31]4[CH:35]=[CH:34][CH:33]=[N:32]4)=[CH:3][CH:4]=3)[CH:10]=2)[N:15]=[CH:14]1. (2) Given the reactants [Br:1][C:2]1[CH:7]=[CH:6][C:5]([N:8]2[C:12]3[CH:13]=[C:14]([C:16]([OH:18])=O)[NH:15][C:11]=3[N:10]=[CH:9]2)=[CH:4][CH:3]=1.C1N=CN(C(N2C=NC=C2)=O)C=1.CCN(C(C)C)C(C)C.[CH3:40][O:41][CH2:42][CH2:43][NH2:44], predict the reaction product. The product is: [Br:1][C:2]1[CH:3]=[CH:4][C:5]([N:8]2[C:12]3[CH:13]=[C:14]([C:16]([NH:44][CH2:43][CH2:42][O:41][CH3:40])=[O:18])[NH:15][C:11]=3[N:10]=[CH:9]2)=[CH:6][CH:7]=1. (3) Given the reactants C[O:2][C:3]1[CH:4]=[C:5]([CH2:21][CH2:22][C:23]([NH:25][C:26]2[CH:31]=[CH:30][CH:29]=[CH:28][CH:27]=2)=[O:24])[CH:6]=[C:7]([C:9]2[CH:18]=[CH:17][C:16]3[C:11](=[CH:12][CH:13]=[C:14]([O:19]C)[CH:15]=3)[CH:10]=2)[CH:8]=1.[Cl-].[Cl-].[Cl-].[Al+3], predict the reaction product. The product is: [OH:2][C:3]1[CH:4]=[C:5]([CH2:21][CH2:22][C:23]([NH:25][C:26]2[CH:27]=[CH:28][CH:29]=[CH:30][CH:31]=2)=[O:24])[CH:6]=[C:7]([C:9]2[CH:18]=[CH:17][C:16]3[C:11](=[CH:12][CH:13]=[C:14]([OH:19])[CH:15]=3)[CH:10]=2)[CH:8]=1. (4) Given the reactants Cl[C:2]1[C:11]2[CH2:10][CH2:9][CH2:8][CH2:7][C:6]=2[C:5]([Cl:12])=[N:4][N:3]=1.[NH2:13][C:14]1[CH:34]=[CH:33][C:17]([O:18][C:19]2[C:24]([C:25]3[CH:30]=[CH:29][N:28]=[C:27]([NH:31][CH3:32])[N:26]=3)=[CH:23][CH:22]=[CH:21][N:20]=2)=[CH:16][CH:15]=1.C1(P(C2CCCCC2)C2C=CC=CC=2C2C(OC)=CC=CC=2OC)CCCCC1.CC(C)([O-])C.[Na+], predict the reaction product. The product is: [Cl:12][C:5]1[C:6]2[CH2:7][CH2:8][CH2:9][CH2:10][C:11]=2[C:2]([NH:13][C:14]2[CH:15]=[CH:16][C:17]([O:18][C:19]3[C:24]([C:25]4[CH:30]=[CH:29][N:28]=[C:27]([NH:31][CH3:32])[N:26]=4)=[CH:23][CH:22]=[CH:21][N:20]=3)=[CH:33][CH:34]=2)=[N:3][N:4]=1. (5) Given the reactants CC(C)CC[NH:5][CH2:6][C:7]1[CH:22]=[CH:21][C:10]([CH2:11][C:12]2[CH:20]=[CH:19][C:15]([C:16]([NH2:18])=[O:17])=[CH:14][N:13]=2)=[CH:9][CH:8]=1.CC(O/N=C(/C(NCC=O)=O)\C1N=C(N)SC=1)(C(O)=O)C.CC(CC)CN.[BH4-].[Na+], predict the reaction product. The product is: [C:6]([C:7]1[CH:8]=[CH:9][C:10]([CH2:11][C:12]2[CH:20]=[CH:19][C:15]([C:16]([NH2:18])=[O:17])=[CH:14][N:13]=2)=[CH:21][CH:22]=1)#[N:5].